This data is from Reaction yield outcomes from USPTO patents with 853,638 reactions. The task is: Predict the reaction yield, written as a fraction of the theoretical maximum amount of product (1.0 means a 100% yield; for example, 0.34 means a 34% yield). (1) The reactants are [S:1]([C:5]1[CH:13]=[CH:12][C:8]([N+]([O-])=O)=[CH:7][CH:6]=1)(O)(=O)=O.[O:14]=[C:15]([N:18]([C:28]1[CH:33]=[CH:32][CH:31]=[CH:30][CH:29]=1)[C:19]1([CH2:25][O:26][CH3:27])[CH2:24][CH2:23][NH:22][CH2:21][CH2:20]1)[CH2:16][CH3:17].COC(C)(C)C. The catalyst is C(N(CC)CC)C. The product is [CH3:17][CH2:16][C:15]([N:18]([C:19]1([CH2:25][O:26][CH3:27])[CH2:20][CH2:21][N:22]([CH2:7][CH2:6][C:5]2[S:1][CH:8]=[CH:12][CH:13]=2)[CH2:23][CH2:24]1)[C:28]1[CH:29]=[CH:30][CH:31]=[CH:32][CH:33]=1)=[O:14]. The yield is 0.840. (2) The reactants are [CH2:1]1[O:9][C@H:2]1[C:3]1[CH:8]=[CH:7][CH:6]=[CH:5][CH:4]=1.[CH2:10]([CH2:12][NH2:13])[OH:11]. The catalyst is O. The product is [OH:11][CH2:10][CH2:12][NH:13][CH2:1][C@H:2]([C:3]1[CH:4]=[CH:5][CH:6]=[CH:7][CH:8]=1)[OH:9]. The yield is 1.00.